Dataset: Forward reaction prediction with 1.9M reactions from USPTO patents (1976-2016). Task: Predict the product of the given reaction. (1) Given the reactants [C:1]([OH:13])(=[O:12])[CH2:2][C:3]([CH2:8][C:9]([OH:11])=[O:10])([C:5]([OH:7])=[O:6])[OH:4].C(=O)([O-])[O-].[Ca+2:18], predict the reaction product. The product is: [C:1]([O-:13])(=[O:12])[CH2:2][C:3]([CH2:8][C:9]([O-:11])=[O:10])([C:5]([O-:7])=[O:6])[OH:4].[Ca+2:18].[C:1]([O-:13])(=[O:12])[CH2:2][C:3]([CH2:8][C:9]([O-:11])=[O:10])([C:5]([O-:7])=[O:6])[OH:4].[Ca+2:18].[Ca+2:18]. (2) Given the reactants [C:1]([OH:5])(=O)[CH2:2][OH:3].[NH2:6][C:7]([CH3:30])([CH3:29])[CH2:8][O:9][C:10]1[CH:19]=[CH:18][CH:17]=[C:16]2[C:11]=1[C:12]([NH:20][C:21]1[CH:26]=[CH:25][C:24]([OH:27])=[C:23]([CH3:28])[CH:22]=1)=[N:13][CH:14]=[N:15]2, predict the reaction product. The product is: [OH:3][CH2:2][C:1]([NH:6][C:7]([CH3:30])([CH3:29])[CH2:8][O:9][C:10]1[CH:19]=[CH:18][CH:17]=[C:16]2[C:11]=1[C:12]([NH:20][C:21]1[CH:26]=[CH:25][C:24]([OH:27])=[C:23]([CH3:28])[CH:22]=1)=[N:13][CH:14]=[N:15]2)=[O:5]. (3) Given the reactants CS(O[C@@H:6]1[CH2:10][CH2:9][N:8]([C:11](OC(C)(C)C)=O)[CH2:7]1)(=O)=O.[NH:18]1[CH2:22]C[CH2:20][CH2:19]1, predict the reaction product. The product is: [N:8]1([C@H:11]2[CH2:20][CH2:19][NH:18][CH2:22]2)[CH2:7][CH2:6][CH2:10][CH2:9]1. (4) Given the reactants [CH2:1]([O:3][C:4](=[O:19])[CH2:5][CH2:6][C:7]1[CH:12]=[CH:11][C:10]([NH2:13])=[C:9]([C:14](=[O:18])[N:15]([CH3:17])[CH3:16])[CH:8]=1)[CH3:2].CN(C)C.[F:24][C:25]([F:42])([F:41])[C:26]1[CH:31]=[CH:30][C:29]([C:32]2[C:33]([C:38](Cl)=[O:39])=[CH:34][CH:35]=[CH:36][CH:37]=2)=[CH:28][CH:27]=1, predict the reaction product. The product is: [CH2:1]([O:3][C:4](=[O:19])[CH2:5][CH2:6][C:7]1[CH:12]=[CH:11][C:10]([NH:13][C:38]([C:33]2[C:32]([C:29]3[CH:30]=[CH:31][C:26]([C:25]([F:24])([F:41])[F:42])=[CH:27][CH:28]=3)=[CH:37][CH:36]=[CH:35][CH:34]=2)=[O:39])=[C:9]([C:14](=[O:18])[N:15]([CH3:16])[CH3:17])[CH:8]=1)[CH3:2]. (5) Given the reactants NC[C:3]1[CH:8]=[CH:7][CH:6]=[CH:5][C:4]=1[N:9]([CH3:14])[S:10]([CH3:13])(=[O:12])=[O:11].[C:15](=[O:18])([O-])[O-].[K+].[K+].[CH3:21]I, predict the reaction product. The product is: [C:15]([C:5]1[CH:6]=[CH:7][CH:8]=[CH:3][C:4]=1[N:9]([CH3:14])[S:10]([CH3:13])(=[O:12])=[O:11])(=[O:18])[CH3:21]. (6) Given the reactants [CH2:1]([O:8][C:9]([N:11]1[CH2:16][CH2:15][NH:14][CH2:13][CH2:12]1)=[O:10])[C:2]1[CH:7]=[CH:6][CH:5]=[CH:4][CH:3]=1.[C:17]([O-:20])(O)=O.[Na+], predict the reaction product. The product is: [CH2:1]([O:8][C:9]([N:11]1[CH2:16][CH2:15][N:14]([C:1]([CH:2]2[CH2:7][CH2:17][O:20][CH2:4][CH2:3]2)=[O:8])[CH2:13][CH2:12]1)=[O:10])[C:2]1[CH:7]=[CH:6][CH:5]=[CH:4][CH:3]=1. (7) Given the reactants [N:1]1([C:7]2[C:8]3[N:22]=[N:21][N:20]([CH:23]4[CH2:28][CH2:27][NH:26][CH2:25][CH2:24]4)[C:9]=3[N:10]=[C:11]([C:13]3[CH:14]=[C:15]([OH:19])[CH:16]=[CH:17][CH:18]=3)[N:12]=2)[CH2:6][CH2:5][O:4][CH2:3][CH2:2]1.[CH3:29][N:30]([CH3:43])[CH2:31][CH2:32][CH2:33][O:34][C:35]1[CH:42]=[CH:41][C:38]([CH:39]=O)=[CH:37][CH:36]=1.[BH3-]C#N.[Na+], predict the reaction product. The product is: [CH3:43][N:30]([CH3:29])[CH2:31][CH2:32][CH2:33][O:34][C:35]1[CH:36]=[CH:37][C:38]([CH2:39][N:26]2[CH2:27][CH2:28][CH:23]([N:20]3[C:9]4[N:10]=[C:11]([C:13]5[CH:14]=[C:15]([OH:19])[CH:16]=[CH:17][CH:18]=5)[N:12]=[C:7]([N:1]5[CH2:6][CH2:5][O:4][CH2:3][CH2:2]5)[C:8]=4[N:22]=[N:21]3)[CH2:24][CH2:25]2)=[CH:41][CH:42]=1.